Dataset: Forward reaction prediction with 1.9M reactions from USPTO patents (1976-2016). Task: Predict the product of the given reaction. Given the reactants [C:1]([OH:8])(=[O:7])[CH2:2][CH2:3][C:4]([OH:6])=[O:5].C=CN1C(=[O:16])CCC1.[OH:17][CH:18]1[O:37][C@H](CO)[C@@H]([O:17][C@@H:18]2[O:37][C@H](CO)[C@H](O)[C@H](O)[C@H:19]2O)[C@H](O)[C@H:19]1O.C([O-])(=O)CCCCCCCCCCCCCCCCC.[Mg+2].C([O-])(=O)CCCCCCCCCCCCCCCCC, predict the reaction product. The product is: [C:1]([OH:8])(=[O:7])[CH2:2][C:3]([CH2:19][C:18]([OH:37])=[O:17])([C:4]([OH:6])=[O:5])[OH:16].